Task: Predict the reactants needed to synthesize the given product.. Dataset: Full USPTO retrosynthesis dataset with 1.9M reactions from patents (1976-2016) (1) Given the product [CH3:28][N:29]([CH:31]=[N:1][C:2]1[N:7]=[C:6]([C:8]([F:11])([CH3:9])[CH3:10])[N:5]=[C:4]([NH:12][CH:13]([CH:23]2[CH2:24][CH2:25]2)[CH2:14][CH2:15][CH2:16][C:17]2[CH:22]=[CH:21][CH:20]=[CH:19][CH:18]=2)[N:3]=1)[CH3:30], predict the reactants needed to synthesize it. The reactants are: [NH2:1][C:2]1[N:7]=[C:6]([C:8]([F:11])([CH3:10])[CH3:9])[N:5]=[C:4]([NH:12][CH:13]([CH:23]2[CH2:25][CH2:24]2)[CH2:14][CH2:15][CH2:16][C:17]2[CH:22]=[CH:21][CH:20]=[CH:19][CH:18]=2)[N:3]=1.CO[CH:28](OC)[N:29]([CH3:31])[CH3:30]. (2) The reactants are: [CH3:1][C:2]1[N:3]([CH:18]([C:20](=[O:22])[CH3:21])[CH3:19])[C:4]2[C:9]([C:10]=1[C:11]([O:13][C:14]([CH3:17])([CH3:16])[CH3:15])=[O:12])=[CH:8][CH:7]=[CH:6][CH:5]=2.[BH4-].[Na+]. Given the product [OH:22][CH:20]([CH3:21])[CH:18]([N:3]1[C:4]2[C:9](=[CH:8][CH:7]=[CH:6][CH:5]=2)[C:10]([C:11]([O:13][C:14]([CH3:17])([CH3:16])[CH3:15])=[O:12])=[C:2]1[CH3:1])[CH3:19], predict the reactants needed to synthesize it. (3) Given the product [C:1]([O:4][C@@H:5]1[C@@H:13]([C@@:14]2([CH3:31])[CH2:19][CH2:18][C@H:17]([O:20][Si:21]([C:24]([CH3:26])([CH3:27])[CH3:25])([CH3:23])[CH3:22])[CH2:16][C@@H:15]2[CH2:28][CH2:29][N:37]2[CH2:41][CH2:40][CH2:39][CH2:38]2)[CH2:12][CH2:11][C@@:10]2([CH3:32])[C@H:6]1[CH2:7][CH2:8][C:9]12[O:36][CH2:35][CH2:34][O:33]1)(=[O:3])[CH3:2], predict the reactants needed to synthesize it. The reactants are: [C:1]([O:4][C@@H:5]1[C@@H:13]([C@@:14]2([CH3:31])[CH2:19][CH2:18][C@H:17]([O:20][Si:21]([C:24]([CH3:27])([CH3:26])[CH3:25])([CH3:23])[CH3:22])[CH2:16][C@@H:15]2[CH2:28][CH:29]=O)[CH2:12][CH2:11][C@@:10]2([CH3:32])[C@H:6]1[CH2:7][CH2:8][C:9]12[O:36][CH2:35][CH2:34][O:33]1)(=[O:3])[CH3:2].[NH:37]1[CH2:41][CH2:40][CH2:39][CH2:38]1.[BH-](OC(C)=O)(OC(C)=O)OC(C)=O.[Na+]. (4) Given the product [CH3:1][O:2][C:3]([C:5]1[S:9][C:8]2[CH:10]=[CH:11][C:12]([O:14][CH:21]3[CH2:22][CH2:23][N:18]([CH:15]([CH3:17])[CH3:16])[CH2:19][CH2:20]3)=[CH:13][C:7]=2[CH:6]=1)=[O:4], predict the reactants needed to synthesize it. The reactants are: [CH3:1][O:2][C:3]([C:5]1[S:9][C:8]2[CH:10]=[CH:11][C:12]([OH:14])=[CH:13][C:7]=2[CH:6]=1)=[O:4].[CH:15]([N:18]1[CH2:23][CH2:22][CH:21](O)[CH2:20][CH2:19]1)([CH3:17])[CH3:16].C1(P(C2C=CC=CC=2)C2C=CC=CC=2)C=CC=CC=1.CC(OC(/N=N/C(OC(C)C)=O)=O)C. (5) Given the product [OH:2][C:3]1[CH:12]=[C:11]2[C:6]([CH:7]=[CH:8][C:9]([C:13]#[N:14])=[CH:10]2)=[CH:5][CH:4]=1, predict the reactants needed to synthesize it. The reactants are: C[O:2][C:3]1[CH:12]=[C:11]2[C:6]([CH:7]=[CH:8][C:9]([C:13]#[N:14])=[CH:10]2)=[CH:5][CH:4]=1.[Cl-].[Al+3].[Cl-].[Cl-].C(OCC)(=O)C.Cl.